Dataset: Full USPTO retrosynthesis dataset with 1.9M reactions from patents (1976-2016). Task: Predict the reactants needed to synthesize the given product. (1) The reactants are: [C:1]([C:4]1[CH:11]=[CH:10][C:7]([CH:8]=[O:9])=[CH:6][CH:5]=1)([OH:3])=[O:2].[F:12][C:13]([F:21])([C:17]([F:20])([F:19])[F:18])[CH:14](O)[CH3:15].C(Cl)CCl.CCCCCC. Given the product [CH:8]([C:7]1[CH:10]=[CH:11][C:4]([C:1]([O:3][CH:14]([C:13]([F:21])([F:12])[C:17]([F:20])([F:19])[F:18])[CH3:15])=[O:2])=[CH:5][CH:6]=1)=[O:9], predict the reactants needed to synthesize it. (2) Given the product [CH2:34]([N:20]([CH2:18][CH3:19])[CH2:21][CH2:22][NH:23][C:24]([C:26]1[NH:27][C:28]([CH:32]=[C:10]2[C:9]3[C:13](=[CH:14][CH:15]=[CH:16][C:8]=3[C:4]3[CH:5]=[CH:6][CH:7]=[C:2]([Cl:1])[CH:3]=3)[NH:12][C:11]2=[O:17])=[C:29]([CH3:31])[CH:30]=1)=[O:25])[CH3:35], predict the reactants needed to synthesize it. The reactants are: [Cl:1][C:2]1[CH:3]=[C:4]([C:8]2[CH:16]=[CH:15][CH:14]=[C:13]3[C:9]=2[CH2:10][C:11](=[O:17])[NH:12]3)[CH:5]=[CH:6][CH:7]=1.[CH2:18]([N:20]([CH2:34][CH3:35])[CH2:21][CH2:22][NH:23][C:24]([C:26]1[NH:27][C:28]([CH:32]=O)=[C:29]([CH3:31])[CH:30]=1)=[O:25])[CH3:19].